From a dataset of Full USPTO retrosynthesis dataset with 1.9M reactions from patents (1976-2016). Predict the reactants needed to synthesize the given product. (1) Given the product [Cl:1][C:2]1[N:7]=[C:6]([N:8]([CH3:29])[C:9]2[CH:18]=[CH:17][C:16]3[C:15]4[C:19]5[NH:26][CH2:25][C@@H:24]([CH3:27])[NH:23][C:22](=[O:28])[C:20]=5[S:21][C:14]=4[CH:13]=[CH:12][C:11]=3[N:10]=2)[C:5]([C:30]([NH2:32])=[O:31])=[CH:4][N:3]=1, predict the reactants needed to synthesize it. The reactants are: [Cl:1][C:2]1[N:7]=[C:6]([N:8]([CH3:29])[C:9]2[CH:18]=[CH:17][C:16]3[C:15]4[C:19]5[NH:26][CH2:25][C@@H:24]([CH3:27])[NH:23][C:22](=[O:28])[C:20]=5[S:21][C:14]=4[CH:13]=[CH:12][C:11]=3[N:10]=2)[C:5]([C:30]([NH:32]CC2C=CC(OC)=CC=2)=[O:31])=[CH:4][N:3]=1.FC(F)(F)C(O)=O.FC(F)(F)S(O)(=O)=O. (2) Given the product [F:28][C:27]1[CH:26]=[CH:25][C:24]([CH2:29][C@H:30]([CH3:36])[C:31]([O:33][CH2:34][CH3:35])=[O:32])=[CH:23][C:22]=1[NH:21][C:19](=[O:20])[C@H:12]([CH:13]([C:15]([F:18])([F:17])[F:16])[CH3:14])[NH2:11], predict the reactants needed to synthesize it. The reactants are: C(OC([NH:11][C@H:12]([C:19]([NH:21][C:22]1[CH:23]=[C:24]([CH2:29][C@H:30]([CH3:36])[C:31]([O:33][CH2:34][CH3:35])=[O:32])[CH:25]=[CH:26][C:27]=1[F:28])=[O:20])[CH:13]([C:15]([F:18])([F:17])[F:16])[CH3:14])=O)C1C=CC=CC=1. (3) The reactants are: [F-].C([N+](CCCC)(CCCC)CCCC)CCC.[Si]([O:26][C@H:27]([C@H:29]([N:35]1[CH:43]=[N:42][C:41]2[C:36]1=[N:37][CH:38]=[N:39][C:40]=2[NH2:44])[CH2:30][CH2:31][CH2:32][CH2:33][CH3:34])[CH3:28])(C(C)(C)C)(C)C.ClCCl.CO. Given the product [NH2:44][C:40]1[N:39]=[CH:38][N:37]=[C:36]2[C:41]=1[N:42]=[CH:43][N:35]2[C@H:29]([CH2:30][CH2:31][CH2:32][CH2:33][CH3:34])[C@@H:27]([OH:26])[CH3:28], predict the reactants needed to synthesize it. (4) Given the product [Cl:19][C:9]1[CH:8]=[C:7]([CH:5]([O:44][CH2:43][C:30]2([C:27]3[CH:26]=[CH:25][C:24]([F:23])=[CH:29][CH:28]=3)[CH2:31][CH2:32][N:33]([C:36]([O:38][C:39]([CH3:40])([CH3:41])[CH3:42])=[O:37])[CH2:34][CH2:35]2)[CH3:6])[C:15]2[C:11](=[CH:12][N:13]([CH:16]3[CH2:18][CH2:17]3)[N:14]=2)[CH:10]=1, predict the reactants needed to synthesize it. The reactants are: ClC(Cl)(Cl)C(=N)O[CH:5]([C:7]1[C:15]2[C:11](=[CH:12][N:13]([CH:16]3[CH2:18][CH2:17]3)[N:14]=2)[CH:10]=[C:9]([Cl:19])[CH:8]=1)[CH3:6].[F:23][C:24]1[CH:29]=[CH:28][C:27]([C:30]2([CH2:43][OH:44])[CH2:35][CH2:34][N:33]([C:36]([O:38][C:39]([CH3:42])([CH3:41])[CH3:40])=[O:37])[CH2:32][CH2:31]2)=[CH:26][CH:25]=1. (5) Given the product [OH:17][C:14]1[CH:13]=[CH:12][C:11]([C:10]([O:9][CH2:8][CH2:7][O:6][C:1](=[O:5])[C:2]([CH3:4])=[CH2:3])=[O:23])=[CH:16][CH:15]=1, predict the reactants needed to synthesize it. The reactants are: [C:1]([O:6][CH2:7][CH2:8][O:9][C:10](=[O:23])[C:11]1[CH:16]=[CH:15][C:14]([O:17]C(OCC)=O)=[CH:13][CH:12]=1)(=[O:5])[C:2]([CH3:4])=[CH2:3].N1C=CC=CC=1.N.Cl. (6) Given the product [ClH:1].[ClH:38].[Cl:1][C:2]1[CH:3]=[C:4]([CH:35]=[CH:36][CH:37]=1)[CH2:5][N:6]1[C:14]2[C:9](=[CH:10][C:11]([N:15]3[CH2:16][CH2:17][NH:18][CH2:19][CH2:20]3)=[CH:12][CH:13]=2)[C:8]([S:22]([C:25]2[C:34]3[C:29](=[CH:30][CH:31]=[CH:32][CH:33]=3)[CH:28]=[CH:27][CH:26]=2)(=[O:24])=[O:23])=[N:7]1, predict the reactants needed to synthesize it. The reactants are: [Cl:1][C:2]1[CH:3]=[C:4]([CH:35]=[CH:36][CH:37]=1)[CH2:5][N:6]1[C:14]2[C:9](=[CH:10][C:11]([N:15]3[CH2:20][CH2:19][N:18](C)[CH2:17][CH2:16]3)=[CH:12][CH:13]=2)[C:8]([S:22]([C:25]2[C:34]3[C:29](=[CH:30][CH:31]=[CH:32][CH:33]=3)[CH:28]=[CH:27][CH:26]=2)(=[O:24])=[O:23])=[N:7]1.[Cl:38]C(OC(Cl)C)=O.NC1C2C(=CC=CC=2N)C=CC=1.O. (7) Given the product [OH:9][C:10]1[CH:11]=[CH:12][C:13]([C:14]([O:16][CH2:17][C:18]2([CH3:30])[CH2:19][O:20][CH:21]([C:24]3[CH:25]=[CH:26][CH:27]=[CH:28][CH:29]=3)[O:22][CH2:23]2)=[O:15])=[CH:31][CH:32]=1, predict the reactants needed to synthesize it. The reactants are: C([O-])(=O)C.[NH4+].C([O:9][C:10]1[CH:32]=[CH:31][C:13]([C:14]([O:16][CH2:17][C:18]2([CH3:30])[CH2:23][O:22][CH:21]([C:24]3[CH:29]=[CH:28][CH:27]=[CH:26][CH:25]=3)[O:20][CH2:19]2)=[O:15])=[CH:12][CH:11]=1)(=O)C.